This data is from Full USPTO retrosynthesis dataset with 1.9M reactions from patents (1976-2016). The task is: Predict the reactants needed to synthesize the given product. Given the product [I:21][CH2:2][CH2:3][CH2:4][Si:5]([O:16][Si:17]([CH3:20])([CH3:19])[CH3:18])([O:11][Si:12]([CH3:15])([CH3:14])[CH3:13])[O:6][Si:7]([CH3:10])([CH3:9])[CH3:8], predict the reactants needed to synthesize it. The reactants are: Cl[CH2:2][CH2:3][CH2:4][Si:5]([O:16][Si:17]([CH3:20])([CH3:19])[CH3:18])([O:11][Si:12]([CH3:15])([CH3:14])[CH3:13])[O:6][Si:7]([CH3:10])([CH3:9])[CH3:8].[I-:21].[Na+].